This data is from Forward reaction prediction with 1.9M reactions from USPTO patents (1976-2016). The task is: Predict the product of the given reaction. (1) Given the reactants [CH3:1][C:2]1([CH3:14])[C:6]([CH3:8])([CH3:7])[O:5][B:4]([C:9]2[CH:10]=[N:11][NH:12][CH:13]=2)[O:3]1.C([O-])([O-])=O.[Cs+].[Cs+].[CH3:21][C:22]1([CH3:25])[CH2:24][O:23]1, predict the reaction product. The product is: [CH3:21][C:22]([OH:23])([CH3:25])[CH2:24][N:12]1[CH:13]=[C:9]([B:4]2[O:5][C:6]([CH3:7])([CH3:8])[C:2]([CH3:14])([CH3:1])[O:3]2)[CH:10]=[N:11]1. (2) Given the reactants [Cl:1][C:2]1[CH:7]=[C:6]([Cl:8])[CH:5]=[CH:4][C:3]=1[C:9]1[C:14]([C:15]#[N:16])=[CH:13][C:12]([NH:17][NH2:18])=[N:11][CH:10]=1.[CH:19](O)=O, predict the reaction product. The product is: [Cl:1][C:2]1[CH:7]=[C:6]([Cl:8])[CH:5]=[CH:4][C:3]=1[C:9]1[C:14]([C:15]#[N:16])=[CH:13][C:12]2[N:11]([CH:19]=[N:18][N:17]=2)[CH:10]=1. (3) Given the reactants [NH2:1][C:2]1[C:3]([F:10])=[CH:4][C:5]([F:9])=[C:6]([OH:8])[CH:7]=1.CC(C)([O-])C.[K+].[Cl:17][C:18]1[CH:19]=[N:20][CH:21]=[C:22](Cl)[CH:23]=1.C(=O)([O-])[O-].[K+].[K+], predict the reaction product. The product is: [Cl:17][C:18]1[CH:23]=[C:22]([O:8][C:6]2[C:5]([F:9])=[CH:4][C:3]([F:10])=[C:2]([NH2:1])[CH:7]=2)[CH:21]=[N:20][CH:19]=1. (4) Given the reactants [C:1]([NH2:5])([CH3:4])([CH3:3])[CH3:2].Cl.[CH3:7][N:8]([CH3:12])[CH2:9][CH2:10]Cl, predict the reaction product. The product is: [C:1]([NH:5][CH2:10][CH2:9][N:8]([CH3:12])[CH3:7])([CH3:4])([CH3:3])[CH3:2]. (5) Given the reactants [N:1]1[C:10]2[C:5](=[CH:6][C:7]([C:11]3([C:14]4[N:18]5[N:19]=[C:20]([C:23](=O)[CH3:24])[CH:21]=[CH:22][C:17]5=[N:16][N:15]=4)[CH2:13][CH2:12]3)=[CH:8][CH:9]=2)[CH:4]=[CH:3][CH:2]=1.C(O)(=O)C.[CH3:30][N:31]([C:33]([NH2:35])=[O:34])[NH2:32], predict the reaction product. The product is: [CH3:30][N:31]([C:33]([NH2:35])=[O:34])/[N:32]=[C:23](/[C:20]1[CH:21]=[CH:22][C:17]2[N:18]([C:14]([C:11]3([C:7]4[CH:6]=[C:5]5[C:10](=[CH:9][CH:8]=4)[N:1]=[CH:2][CH:3]=[CH:4]5)[CH2:12][CH2:13]3)=[N:15][N:16]=2)[N:19]=1)\[CH3:24]. (6) Given the reactants [CH2:1]([C:4]1([C:21]2[CH:26]=[CH:25][CH:24]=[CH:23][CH:22]=2)[CH2:8][N:7]([C:9]2[CH:14]=[C:13]([Cl:15])[CH:12]=[CH:11][C:10]=2[F:16])[N:6]=[C:5]1[C:17](OC)=[O:18])[CH:2]=[CH2:3].[Li+].[OH-].Cl.[CH2:30](N(CC)CC)C.C(Cl)CCl.C1C=N[C:44]2[N:47]([OH:50])N=NC=2C=1, predict the reaction product. The product is: [CH2:1]([C:4]1([C:21]2[CH:26]=[CH:25][CH:24]=[CH:23][CH:22]=2)[CH2:8][N:7]([C:9]2[CH:14]=[C:13]([Cl:15])[CH:12]=[CH:11][C:10]=2[F:16])[N:6]=[C:5]1[C:17]([N:47]([O:50][CH3:30])[CH3:44])=[O:18])[CH:2]=[CH2:3].